This data is from Forward reaction prediction with 1.9M reactions from USPTO patents (1976-2016). The task is: Predict the product of the given reaction. (1) Given the reactants [F:1][C:2]1[CH:3]=[C:4]([CH:8]=[CH:9][CH:10]=1)[CH2:5][CH2:6][NH2:7].[C:11](Cl)(=O)[CH3:12], predict the reaction product. The product is: [F:1][C:2]1[CH:3]=[C:4]2[C:8](=[CH:9][CH:10]=1)[CH:11]([CH3:12])[NH:7][CH2:6][CH2:5]2. (2) Given the reactants [CH3:1][N:2]([CH3:17])[C:3](=O)[CH2:4][CH2:5][C:6]1[C:14]2[C:13](=O)[CH2:12][CH2:11][CH2:10][C:9]=2[NH:8][CH:7]=1.[H-].[Al+3].[Li+].[H-].[H-].[H-].[OH-].[Na+].S([O-])([O-])(=O)=O.[Na+].[Na+], predict the reaction product. The product is: [CH3:17][N:2]([CH3:1])[CH2:3][CH2:4][CH2:5][C:6]1[C:14]2[CH2:13][CH2:12][CH2:11][CH2:10][C:9]=2[NH:8][CH:7]=1. (3) Given the reactants [F:1][C:2]1[C:7]([F:8])=[CH:6][C:5]([C:9]2[CH:14]=[CH:13][C:12]([O:15][CH2:16][CH:17]3[CH2:21][CH2:20][N:19]([C:22]([N:24]([CH2:26][C:27]([OH:29])=O)[CH3:25])=[O:23])[CH2:18]3)=[CH:11][CH:10]=2)=[C:4]([O:30][CH3:31])[CH:3]=1.[CH3:32][S:33]([NH2:36])(=[O:35])=[O:34], predict the reaction product. The product is: [CH3:32][S:33]([NH:36][C:27](=[O:29])[CH2:26][N:24]([CH3:25])[C:22]([N:19]1[CH2:20][CH2:21][CH:17]([CH2:16][O:15][C:12]2[CH:11]=[CH:10][C:9]([C:5]3[CH:6]=[C:7]([F:8])[C:2]([F:1])=[CH:3][C:4]=3[O:30][CH3:31])=[CH:14][CH:13]=2)[CH2:18]1)=[O:23])(=[O:35])=[O:34]. (4) Given the reactants [CH:1]12[CH2:8][CH:5]([CH2:6][CH2:7]1)[CH2:4][C:3](=[O:9])[CH2:2]2.C([N-]C(C)C)(C)C.[Li+].C([C:20]([O:22][CH3:23])=[O:21])#N, predict the reaction product. The product is: [C:20]([CH:4]1[C:3](=[O:9])[CH2:2][CH:1]2[CH2:8][CH:5]1[CH2:6][CH2:7]2)([O:22][CH3:23])=[O:21]. (5) Given the reactants [OH:1][CH2:2][CH2:3][O:4][NH:5][C:6]([C:8]1[C:17]([NH:18][C:19]2[CH:24]=[CH:23][C:22]([Br:25])=[CH:21][C:20]=2[Cl:26])=[C:16]([F:27])[C:11]2[N:12]=[CH:13][N:14]([CH3:15])[C:10]=2[CH:9]=1)=[O:7].[C:28]([NH:35][C@H:36]([C:40](O)=[O:41])[CH:37]([CH3:39])[CH3:38])([O:30][C:31]([CH3:34])([CH3:33])[CH3:32])=[O:29].C1C=CC2N(O)N=NC=2C=1.O.CCN=C=NCCCN(C)C.Cl, predict the reaction product. The product is: [Br:25][C:22]1[CH:23]=[CH:24][C:19]([NH:18][C:17]2[C:8]([C:6]([NH:5][O:4][CH2:3][CH2:2][O:1][C:40](=[O:41])[CH:36]([NH:35][C:28]([O:30][C:31]([CH3:32])([CH3:34])[CH3:33])=[O:29])[CH:37]([CH3:39])[CH3:38])=[O:7])=[CH:9][C:10]3[N:14]([CH3:15])[CH:13]=[N:12][C:11]=3[C:16]=2[F:27])=[C:20]([Cl:26])[CH:21]=1. (6) Given the reactants [CH3:1][C:2]1[NH:3][C:4]([C:14]2[CH:19]=[CH:18][CH:17]=[CH:16][C:15]=2[N+:20]([O-:22])=[O:21])=[CH:5][C:6]=1[C:7]([O:9]C(C)(C)C)=[O:8].Cl, predict the reaction product. The product is: [CH3:1][C:2]1[NH:3][C:4]([C:14]2[CH:19]=[CH:18][CH:17]=[CH:16][C:15]=2[N+:20]([O-:22])=[O:21])=[CH:5][C:6]=1[C:7]([OH:9])=[O:8].